Task: Predict the reaction yield, written as a fraction of the theoretical maximum amount of product (1.0 means a 100% yield; for example, 0.34 means a 34% yield).. Dataset: Reaction yield outcomes from USPTO patents with 853,638 reactions (1) The reactants are Cl[C:2]1[C:11]2[C:6](=[CH:7][C:8]([O:15][CH3:16])=[C:9]([C:12]([NH2:14])=[O:13])[CH:10]=2)[N:5]=[CH:4][CH:3]=1.[S-2:17].[Na+].[Na+].Br[C:21]1[S:22][C:23]([N+:26]([O-:28])=[O:27])=[CH:24][CH:25]=1. The catalyst is CN(C)C=O. The product is [CH3:16][O:15][C:8]1[CH:7]=[C:6]2[C:11]([C:2]([S:17][C:21]3[S:22][C:23]([N+:26]([O-:28])=[O:27])=[CH:24][CH:25]=3)=[CH:3][CH:4]=[N:5]2)=[CH:10][C:9]=1[C:12]([NH2:14])=[O:13]. The yield is 0.390. (2) The reactants are C(N(CC)CC)C.[OH:8][C:9]1[C:10](=[O:20])[C:11]2[C:16]([C:17](=[O:19])[CH:18]=1)=[CH:15][CH:14]=[CH:13][CH:12]=2.[C:21](OC(=O)C)(=[O:23])[CH3:22]. The yield is 0.800. The catalyst is C(OCC)(=O)C. The product is [C:21]([O:8][C:9]1[C:10](=[O:20])[C:11]2[C:16]([C:17](=[O:19])[CH:18]=1)=[CH:15][CH:14]=[CH:13][CH:12]=2)(=[O:23])[CH3:22].